From a dataset of Forward reaction prediction with 1.9M reactions from USPTO patents (1976-2016). Predict the product of the given reaction. (1) Given the reactants [CH3:1][S:2][C:3]1[CH:8]=[CH:7][C:6](B(O)O)=[CH:5][CH:4]=1.P([O-])([O-])([O-])=O.[K+].[K+].[K+].C([O:22][C:23]([C:25]1[CH:26]=[N:27][N:28]2[C:33]([CH:34]3[CH2:39][CH2:38][CH2:37][CH2:36][CH2:35]3)=[C:32](Br)[CH:31]=[N:30][C:29]=12)=[O:24])C.[Li+].[OH-].Cl, predict the reaction product. The product is: [CH:34]1([C:33]2[N:28]3[N:27]=[CH:26][C:25]([C:23]([OH:24])=[O:22])=[C:29]3[N:30]=[CH:31][C:32]=2[C:6]2[CH:7]=[CH:8][C:3]([S:2][CH3:1])=[CH:4][CH:5]=2)[CH2:35][CH2:36][CH2:37][CH2:38][CH2:39]1. (2) The product is: [CH3:33][O:32][C:30](=[O:31])[CH2:29][NH:28][C:11]1[CH:10]=[C:9]2[C:4]([C:5](=[O:27])[C:6]([C:25]#[N:26])=[CH:7][N:8]2[CH2:13][C:14]2[CH:19]=[CH:18][C:17]([C:20]([F:22])([F:21])[F:23])=[CH:16][C:15]=2[F:24])=[CH:3][C:2]=1[F:1]. Given the reactants [F:1][C:2]1[CH:3]=[C:4]2[C:9](=[CH:10][C:11]=1F)[N:8]([CH2:13][C:14]1[CH:19]=[CH:18][C:17]([C:20]([F:23])([F:22])[F:21])=[CH:16][C:15]=1[F:24])[CH:7]=[C:6]([C:25]#[N:26])[C:5]2=[O:27].[NH2:28][CH2:29][C:30]([O:32][CH3:33])=[O:31], predict the reaction product.